Dataset: Forward reaction prediction with 1.9M reactions from USPTO patents (1976-2016). Task: Predict the product of the given reaction. (1) Given the reactants [Cl:1][C:2]1[CH:7]=[CH:6][C:5]([O:8][C:9]2[CH:16]=[CH:15][C:14]([CH2:17][S:18][C:19]3[NH:20][CH:21]=[C:22]([CH2:26][C:27]4[C:35]5[C:30](=[CH:31][CH:32]=[CH:33][CH:34]=5)[N:29]([CH3:36])[CH:28]=4)[C:23](=[O:25])[N:24]=3)=[CH:13][C:10]=2[C:11]#[N:12])=[CH:4][C:3]=1[C:37]([F:40])([F:39])[F:38].[CH3:41]CN(C(C)C)C(C)C.CI, predict the reaction product. The product is: [Cl:1][C:2]1[CH:7]=[CH:6][C:5]([O:8][C:9]2[CH:16]=[CH:15][C:14]([CH2:17][S:18][C:19]3[N:20]([CH3:41])[CH:21]=[C:22]([CH2:26][C:27]4[C:35]5[C:30](=[CH:31][CH:32]=[CH:33][CH:34]=5)[N:29]([CH3:36])[CH:28]=4)[C:23](=[O:25])[N:24]=3)=[CH:13][C:10]=2[C:11]#[N:12])=[CH:4][C:3]=1[C:37]([F:40])([F:38])[F:39]. (2) The product is: [CH2:11]([N:13]([CH2:14][CH3:9])[CH2:8][C:4]1[CH:3]=[C:2]([I:1])[CH:7]=[CH:6][N:5]=1)[CH3:10]. Given the reactants [I:1][C:2]1[CH:7]=[CH:6][N:5]=[C:4]([CH3:8])[CH:3]=1.[CH2:9]1[C:14](=O)[N:13](Br)[C:11](=O)[CH2:10]1.CC(N=NC(C#N)(C)C)(C#N)C.C(NCC)C, predict the reaction product.